Dataset: Forward reaction prediction with 1.9M reactions from USPTO patents (1976-2016). Task: Predict the product of the given reaction. (1) Given the reactants C[O:2][C:3]([C:5]1([C:8]2[CH:43]=[CH:42][CH:41]=[CH:40][C:9]=2[CH2:10][CH2:11][C:12]2[C:17]([C:18]([F:21])([F:20])[F:19])=[CH:16][N:15]=[C:14]([NH:22][C:23]3[CH:28]=[CH:27][C:26]([CH:29]4[CH2:32][N:31]([C:33]([O:35][C:36]([CH3:39])([CH3:38])[CH3:37])=[O:34])[CH2:30]4)=[CH:25][CH:24]=3)[N:13]=2)[CH2:7][CH2:6]1)=O.O[Li].O.Cl.C1C=CC2N(O)N=[N:54]C=2C=1.CCN=C=NCCCN(C)C.Cl.CCN(C(C)C)C(C)C.C(=O)([O-])[O-].[NH4+].[NH4+], predict the reaction product. The product is: [C:3]([C:5]1([C:8]2[CH:43]=[CH:42][CH:41]=[CH:40][C:9]=2[CH2:10][CH2:11][C:12]2[C:17]([C:18]([F:21])([F:19])[F:20])=[CH:16][N:15]=[C:14]([NH:22][C:23]3[CH:28]=[CH:27][C:26]([CH:29]4[CH2:30][N:31]([C:33]([O:35][C:36]([CH3:39])([CH3:37])[CH3:38])=[O:34])[CH2:32]4)=[CH:25][CH:24]=3)[N:13]=2)[CH2:6][CH2:7]1)(=[O:2])[NH2:54]. (2) Given the reactants Br[C:2]1[N:7]=[C:6]2[S:8][C:9]([NH:11][C:12](=[O:24])[C:13]3[CH:18]=[CH:17][C:16]([C:19]([CH3:23])([CH3:22])[CH2:20][OH:21])=[CH:15][CH:14]=3)=[N:10][C:5]2=[CH:4][CH:3]=1.CC1(C)C(C)(C)OB([C:33]2[CH:38]=[CH:37][N:36]=[CH:35][CH:34]=2)O1, predict the reaction product. The product is: [OH:21][CH2:20][C:19]([C:16]1[CH:17]=[CH:18][C:13]([C:12]([NH:11][C:9]2[S:8][C:6]3[C:5]([N:10]=2)=[CH:4][CH:3]=[C:2]([C:33]2[CH:38]=[CH:37][N:36]=[CH:35][CH:34]=2)[N:7]=3)=[O:24])=[CH:14][CH:15]=1)([CH3:23])[CH3:22]. (3) Given the reactants [CH:1]1([CH2:6][CH:7]([C:11]2[CH:16]=[CH:15][C:14]([N+:17]([O-:19])=[O:18])=[CH:13][CH:12]=2)[C:8]([OH:10])=O)[CH2:5][CH2:4][CH2:3][CH2:2]1.F[P-](F)(F)(F)(F)F.N1(OC(N(C)C)=[N+](C)C)C2C=CC=CC=2N=N1.[CH2:44]([O:46][C:47](=[O:55])[CH2:48][C:49]1[N:50]=[C:51]([NH2:54])[S:52][CH:53]=1)[CH3:45].C(N(CC)C(C)C)(C)C.Cl, predict the reaction product. The product is: [CH2:44]([O:46][C:47](=[O:55])[CH2:48][C:49]1[N:50]=[C:51]([NH:54][C:8](=[O:10])[CH:7]([C:11]2[CH:16]=[CH:15][C:14]([N+:17]([O-:19])=[O:18])=[CH:13][CH:12]=2)[CH2:6][CH:1]2[CH2:2][CH2:3][CH2:4][CH2:5]2)[S:52][CH:53]=1)[CH3:45]. (4) Given the reactants [Cl:1][C:2]1[C:3]([F:15])=[CH:4][C:5]([N+:12]([O-:14])=[O:13])=[C:6]([NH:8][CH:9]2[CH2:11][CH2:10]2)[CH:7]=1.[H-].[Na+].CI.[C:20](=O)(O)[O-].[Na+], predict the reaction product. The product is: [Cl:1][C:2]1[C:3]([F:15])=[CH:4][C:5]([N+:12]([O-:14])=[O:13])=[C:6]([N:8]([CH:9]2[CH2:11][CH2:10]2)[CH3:20])[CH:7]=1. (5) Given the reactants Cl[C:2]1[C:7]([CH3:8])=[C:6]([O:9][CH:10]2[CH2:15][CH2:14][N:13]([C:16]3[O:20][N:19]=[C:18]([CH:21]([CH3:23])[CH3:22])[N:17]=3)[CH2:12][CH2:11]2)[N:5]=[CH:4][N:3]=1.C(=O)([O-])[O-].[K+].[K+].[Br:30][C:31]1[CH:36]=[CH:35][C:34]([OH:37])=[C:33]([F:38])[CH:32]=1, predict the reaction product. The product is: [Br:30][C:31]1[CH:36]=[CH:35][C:34]([O:37][C:2]2[C:7]([CH3:8])=[C:6]([O:9][CH:10]3[CH2:15][CH2:14][N:13]([C:16]4[O:20][N:19]=[C:18]([CH:21]([CH3:23])[CH3:22])[N:17]=4)[CH2:12][CH2:11]3)[N:5]=[CH:4][N:3]=2)=[C:33]([F:38])[CH:32]=1. (6) Given the reactants [C:1]([N:4]1[CH2:9][CH2:8][C:7]2[O:10][C:11]([C:13]3[CH:18]=[CH:17][C:16]([OH:19])=[CH:15][CH:14]=3)=[N:12][C:6]=2[CH2:5]1)(=[O:3])[CH3:2].[K].CC1C=CC(S(O[C@H:32]2[CH2:35][C@@H:34]([N:36]3[CH2:41][CH2:40][CH2:39][CH2:38][CH2:37]3)[CH2:33]2)(=O)=O)=CC=1, predict the reaction product. The product is: [C:1]([N:4]1[CH2:9][CH2:8][C:7]2[O:10][C:11]([C:13]3[CH:18]=[CH:17][C:16]([O:19][C@H:32]4[CH2:35][C@H:34]([N:36]5[CH2:41][CH2:40][CH2:39][CH2:38][CH2:37]5)[CH2:33]4)=[CH:15][CH:14]=3)=[N:12][C:6]=2[CH2:5]1)(=[O:3])[CH3:2]. (7) The product is: [C:3]([C:5]1[CH:14]=[C:13]2[C:8]([C:9]([N:15]3[CH2:16][CH2:17][N:18]([C:21]([NH:23][C:24]4[CH:29]=[CH:28][C:27]([O:30][C:31]5[CH:36]=[CH:35][CH:34]=[CH:33][CH:32]=5)=[CH:26][CH:25]=4)=[O:22])[CH2:19][CH2:20]3)=[N:10][CH:11]=[N:12]2)=[CH:7][CH:6]=1)([OH:4])=[O:2]. Given the reactants C[O:2][C:3]([C:5]1[CH:14]=[C:13]2[C:8]([C:9]([N:15]3[CH2:20][CH2:19][N:18]([C:21]([NH:23][C:24]4[CH:29]=[CH:28][C:27]([O:30][C:31]5[CH:36]=[CH:35][CH:34]=[CH:33][CH:32]=5)=[CH:26][CH:25]=4)=[O:22])[CH2:17][CH2:16]3)=[N:10][CH:11]=[N:12]2)=[CH:7][CH:6]=1)=[O:4].[OH-].[Na+].Cl, predict the reaction product. (8) Given the reactants [NH2:1][C:2]1[CH:10]=[CH:9][C:8]2[C:4](=[CH:5][N:6]([CH:11]3[CH2:16][CH2:15][N:14]([CH2:17][C:18]4[CH:23]=[CH:22][C:21]([C:24]([OH:33])([C:29]([F:32])([F:31])[F:30])[C:25]([F:28])([F:27])[F:26])=[CH:20][CH:19]=4)[CH2:13][CH2:12]3)[N:7]=2)[CH:3]=1.[N:34]1[CH:39]=[CH:38][C:37]([NH:40][C:41](=O)[O:42]C2C=CC=CC=2)=[CH:36][CH:35]=1, predict the reaction product. The product is: [F:30][C:29]([F:32])([F:31])[C:24]([C:21]1[CH:20]=[CH:19][C:18]([CH2:17][N:14]2[CH2:13][CH2:12][CH:11]([N:6]3[CH:5]=[C:4]4[C:8]([CH:9]=[CH:10][C:2]([NH:1][C:41]([NH:40][C:37]5[CH:38]=[CH:39][N:34]=[CH:35][CH:36]=5)=[O:42])=[CH:3]4)=[N:7]3)[CH2:16][CH2:15]2)=[CH:23][CH:22]=1)([OH:33])[C:25]([F:26])([F:27])[F:28]. (9) Given the reactants Br[CH2:2][CH2:3][CH2:4][CH2:5][CH2:6][C:7]1[C:13]2[CH:14]=[CH:15][C:16]([OH:18])=[CH:17][C:12]=2[CH2:11][CH2:10][CH2:9][C:8]=1[C:19]1[CH:24]=[CH:23][CH:22]=[C:21]([OH:25])[CH:20]=1.[CH3:26][NH:27][CH2:28][CH2:29][CH2:30][S:31]([CH2:33][CH2:34][CH2:35][C:36]([F:42])([F:41])[C:37]([F:40])([F:39])[F:38])=[O:32], predict the reaction product. The product is: [OH:25][C:21]1[CH:20]=[C:19]([C:8]2[CH2:9][CH2:10][CH2:11][C:12]3[CH:17]=[C:16]([OH:18])[CH:15]=[CH:14][C:13]=3[C:7]=2[CH2:6][CH2:5][CH2:4][CH2:3][CH2:2][N:27]([CH3:26])[CH2:28][CH2:29][CH2:30][S:31]([CH2:33][CH2:34][CH2:35][C:36]([F:42])([F:41])[C:37]([F:38])([F:39])[F:40])=[O:32])[CH:24]=[CH:23][CH:22]=1. (10) Given the reactants Cl[C:2]1[C:3](=[O:15])[N:4](C2CCCCO2)[N:5]=[CH:6][C:7]=1Cl.[C:16]1([OH:26])[C:25]2[C:20](=[CH:21][CH:22]=[CH:23][CH:24]=2)[CH:19]=[CH:18][CH:17]=1.C[O:28][C:29](=[O:38])[CH:30](Br)[CH2:31][CH:32]1[CH2:36][CH2:35][CH2:34][CH2:33]1, predict the reaction product. The product is: [CH:32]1([CH2:31][CH:30]([N:4]2[C:3](=[O:15])[CH:2]=[C:7]([O:26][C:16]3[C:25]4[C:20](=[CH:21][CH:22]=[CH:23][CH:24]=4)[CH:19]=[CH:18][CH:17]=3)[CH:6]=[N:5]2)[C:29]([OH:28])=[O:38])[CH2:36][CH2:35][CH2:34][CH2:33]1.